From a dataset of HIV replication inhibition screening data with 41,000+ compounds from the AIDS Antiviral Screen. Binary Classification. Given a drug SMILES string, predict its activity (active/inactive) in a high-throughput screening assay against a specified biological target. (1) The compound is OC[P+](CO)(CO)C12CC3CC(CC(C3)C1)C2.[Cl-]. The result is 0 (inactive). (2) The compound is O=c1cc(-c2ccccc2)oc2cc(O)ccc12. The result is 0 (inactive).